This data is from Catalyst prediction with 721,799 reactions and 888 catalyst types from USPTO. The task is: Predict which catalyst facilitates the given reaction. (1) Reactant: [C:1](OC(=O)C)(=[O:3])[CH3:2].[F:8][C:9]([F:41])([F:40])[C:10]1[CH:11]=[C:12]([CH:33]=[C:34]([C:36]([F:39])([F:38])[F:37])[CH:35]=1)[CH2:13][NH:14][CH:15]1[CH2:21][CH2:20][CH2:19][N:18]([C:22]([O:24][CH:25]([CH3:27])[CH3:26])=[O:23])[C:17]2[CH:28]=[C:29]([Br:32])[CH:30]=[CH:31][C:16]1=2.N1C=CC=CC=1. Product: [C:1]([N:14]([CH2:13][C:12]1[CH:33]=[C:34]([C:36]([F:37])([F:38])[F:39])[CH:35]=[C:10]([C:9]([F:8])([F:40])[F:41])[CH:11]=1)[CH:15]1[CH2:21][CH2:20][CH2:19][N:18]([C:22]([O:24][CH:25]([CH3:27])[CH3:26])=[O:23])[C:17]2[CH:28]=[C:29]([Br:32])[CH:30]=[CH:31][C:16]1=2)(=[O:3])[CH3:2]. The catalyst class is: 4. (2) Reactant: [O:1]([CH2:5][CH2:6][OH:7])[CH2:2][CH2:3][OH:4].[C:8](O[C:8](=[O:15])[C:9]1[CH:14]=[CH:13][CH:12]=[CH:11][CH:10]=1)(=[O:15])[C:9]1[CH:14]=[CH:13][CH:12]=[CH:11][CH:10]=1. Product: [C:8]([O:4][CH2:3][CH2:2][O:1][CH2:5][CH2:6][OH:7])(=[O:15])[C:9]1[CH:14]=[CH:13][CH:12]=[CH:11][CH:10]=1. The catalyst class is: 17. (3) Reactant: [CH:1]1[C:6]([OH:7])=[CH:5][CH:4]=[C:3]([CH3:8])[CH:2]=1.[C:9](Cl)(=[O:16])[C:10]1[CH:15]=[CH:14][CH:13]=[CH:12][CH:11]=1.Cl. Product: [C:9]([O:7][C:6]1[CH:5]=[CH:4][C:3]([CH3:8])=[CH:2][CH:1]=1)(=[O:16])[C:10]1[CH:15]=[CH:14][CH:13]=[CH:12][CH:11]=1. The catalyst class is: 17. (4) Reactant: [F:1][C:2]1[C:11]([CH:12]([N:14]2C(=O)C3C(=CC=CC=3)C2=O)[CH3:13])=[C:10]([F:25])[CH:9]=[C:8]2[C:3]=1[CH:4]=[CH:5][CH:6]=[N:7]2.O.NN. Product: [F:1][C:2]1[C:11]([CH:12]([NH2:14])[CH3:13])=[C:10]([F:25])[CH:9]=[C:8]2[C:3]=1[CH:4]=[CH:5][CH:6]=[N:7]2. The catalyst class is: 5. (5) Reactant: [CH2:1]([O:3][C:4]([C:6]1[C:11]([Br:12])=[CH:10][CH:9]=[C:8](Cl)[N:7]=1)=[O:5])[CH3:2].[Br:14][C:15]1[CH:22]=[CH:21][C:20]([OH:23])=[CH:19][C:16]=1[CH:17]=[O:18].C(=O)([O-])[O-].[Cs+].[Cs+]. Product: [CH2:1]([O:3][C:4]([C:6]1[C:11]([Br:12])=[CH:10][CH:9]=[C:8]([O:23][C:20]2[CH:21]=[CH:22][C:15]([Br:14])=[C:16]([CH:17]=[O:18])[CH:19]=2)[N:7]=1)=[O:5])[CH3:2]. The catalyst class is: 3. (6) Reactant: [C:1]1([CH3:11])[CH:6]=[CH:5][C:4](S(O)(=O)=O)=[CH:3][CH:2]=1.C(OC([N:22]1[CH2:26][CH2:25][C@H:24]([NH2:27])[C@@H:23]1[C:28]1[CH:33]=[CH:32][CH:31]=[CH:30][CH:29]=1)=O)C1C=CC=CC=1.C(O[BH-](OC(=O)C)OC(=O)C)(=O)C.[Na+].[BrH:48].C(Cl)[Cl:50]. Product: [BrH:48].[BrH:48].[Cl:50][C:3]1[CH:2]=[C:1]([CH:6]=[CH:5][CH:4]=1)[CH2:11][NH:27][C@H:24]1[CH2:25][CH2:26][NH:22][C@H:23]1[C:28]1[CH:33]=[CH:32][CH:31]=[CH:30][CH:29]=1. The catalyst class is: 15. (7) Reactant: [CH3:1][C:2]1([C:9]([O:11][CH2:12][CH3:13])=[O:10])[CH2:7][CH2:6][C:5](=[O:8])[CH2:4][CH2:3]1.C(C1C=CC=C(C(C)(C)C)N=1)(C)(C)C.[S:28](O[S:28]([C:31]([F:34])([F:33])[F:32])(=[O:30])=[O:29])([C:31]([F:34])([F:33])[F:32])(=[O:30])=[O:29]. Product: [CH3:1][C:2]1([C:9]([O:11][CH2:12][CH3:13])=[O:10])[CH2:3][CH2:4][C:5]([O:8][S:28]([C:31]([F:34])([F:33])[F:32])(=[O:30])=[O:29])=[CH:6][CH2:7]1. The catalyst class is: 4. (8) Reactant: [CH2:1]([NH:8][CH2:9][C:10]1[C:11]([Cl:17])=[N:12][C:13]([Cl:16])=[CH:14][CH:15]=1)[C:2]1[CH:7]=[CH:6][CH:5]=[CH:4][CH:3]=1.C(=O)([O-])[O-].[K+].[K+].[CH2:24](Br)[CH:25]=[CH2:26].O. Product: [CH2:1]([N:8]([CH2:9][C:10]1[C:11]([Cl:17])=[N:12][C:13]([Cl:16])=[CH:14][CH:15]=1)[CH2:26][CH:25]=[CH2:24])[C:2]1[CH:3]=[CH:4][CH:5]=[CH:6][CH:7]=1. The catalyst class is: 3.